Task: Binary Classification. Given a miRNA mature sequence and a target amino acid sequence, predict their likelihood of interaction.. Dataset: Experimentally validated miRNA-target interactions with 360,000+ pairs, plus equal number of negative samples The miRNA is hsa-miR-181a-5p with sequence AACAUUCAACGCUGUCGGUGAGU. The protein sequence of the target gene is MEPSGSEQLFEDPDPGGKSQDAEARKQTESEQKLSKMTHNALENINVIGQGLKHLFQHQRRRSSVSPHDVQQIQADPEPEMDLESQNACAEIDGVPTHPTALNRVLQQIRVPPKMKRGTSLHSRRGKPEAPKGSPQINRKSGQEMTAVMQSGRPRSSSTTDAPTSSAMMEIACAAAAAAAACLPGEEGTAERIERLEVSSLAQTSSAVASSTDGSIHTDSVDGTPDPQRTKAAIAHLQQKILKLTEQIKIAQTARDDNVAEYLKLANSADKQQAARIKQVFEKKNQKSAQTILQLQKKLE.... Result: 1 (interaction).